Dataset: Catalyst prediction with 721,799 reactions and 888 catalyst types from USPTO. Task: Predict which catalyst facilitates the given reaction. Reactant: [NH2:1][CH2:2][C:3]([C:6]1[CH:11]=[CH:10][C:9]([NH:12][C:13](=[O:24])[C:14]2[CH:19]=[CH:18][C:17]([O:20][CH3:21])=[C:16]([O:22][CH3:23])[CH:15]=2)=[CH:8][CH:7]=1)([CH3:5])[CH3:4].Cl[C:26]([O:28][CH2:29][CH2:30]Cl)=[O:27].[H-].[Na+].O. Product: [CH3:4][C:3]([C:6]1[CH:7]=[CH:8][C:9]([NH:12][C:13](=[O:24])[C:14]2[CH:19]=[CH:18][C:17]([O:20][CH3:21])=[C:16]([O:22][CH3:23])[CH:15]=2)=[CH:10][CH:11]=1)([CH3:5])[CH2:2][N:1]1[CH2:30][CH2:29][O:28][C:26]1=[O:27]. The catalyst class is: 2.